Dataset: Full USPTO retrosynthesis dataset with 1.9M reactions from patents (1976-2016). Task: Predict the reactants needed to synthesize the given product. Given the product [Cl:18][C:14]1[C:13]([N+:19]([O-:21])=[O:20])=[C:12]([CH:17]=[CH:16][CH:15]=1)[NH:7][C:6]1[CH:8]=[CH:9][CH:10]=[C:4]([Cl:3])[CH:5]=1, predict the reactants needed to synthesize it. The reactants are: [H-].[Na+].[Cl:3][C:4]1[CH:5]=[C:6]([CH:8]=[CH:9][CH:10]=1)[NH2:7].Cl[C:12]1[CH:17]=[CH:16][CH:15]=[C:14]([Cl:18])[C:13]=1[N+:19]([O-:21])=[O:20].Cl.